This data is from Peptide-MHC class I binding affinity with 185,985 pairs from IEDB/IMGT. The task is: Regression. Given a peptide amino acid sequence and an MHC pseudo amino acid sequence, predict their binding affinity value. This is MHC class I binding data. (1) The peptide sequence is SQGLPEEL. The MHC is HLA-A68:02 with pseudo-sequence HLA-A68:02. The binding affinity (normalized) is 0. (2) The peptide sequence is HDKYHSNVKEL. The MHC is Mamu-A11 with pseudo-sequence Mamu-A11. The binding affinity (normalized) is 0. (3) The peptide sequence is IPLTTAAKL. The MHC is HLA-B51:01 with pseudo-sequence HLA-B51:01. The binding affinity (normalized) is 0.375. (4) The peptide sequence is SIILANERYR. The MHC is HLA-A31:01 with pseudo-sequence HLA-A31:01. The binding affinity (normalized) is 0.601. (5) The peptide sequence is SHDLAPQFL. The MHC is HLA-A68:02 with pseudo-sequence HLA-A68:02. The binding affinity (normalized) is 0.0847. (6) The MHC is HLA-B27:05 with pseudo-sequence HLA-B27:05. The binding affinity (normalized) is 0.0847. The peptide sequence is VRGGMVAPL.